From a dataset of NCI-60 drug combinations with 297,098 pairs across 59 cell lines. Regression. Given two drug SMILES strings and cell line genomic features, predict the synergy score measuring deviation from expected non-interaction effect. Drug 1: C1=CC(=CC=C1CCC2=CNC3=C2C(=O)NC(=N3)N)C(=O)NC(CCC(=O)O)C(=O)O. Drug 2: C1=CC=C(C=C1)NC(=O)CCCCCCC(=O)NO. Cell line: RXF 393. Synergy scores: CSS=22.6, Synergy_ZIP=1.41, Synergy_Bliss=3.96, Synergy_Loewe=3.25, Synergy_HSA=6.14.